This data is from Catalyst prediction with 721,799 reactions and 888 catalyst types from USPTO. The task is: Predict which catalyst facilitates the given reaction. (1) Reactant: [CH3:1][O:2][C:3]1[CH:12]=[C:11]2[C:6]([CH2:7][CH2:8][C:9](=[O:15])[C:10]2([CH3:14])[CH3:13])=[CH:5][CH:4]=1.C1C(=O)N([Br:23])C(=O)C1.O. Product: [Br:23][C:4]1[CH:5]=[C:6]2[C:11](=[CH:12][C:3]=1[O:2][CH3:1])[C:10]([CH3:13])([CH3:14])[C:9](=[O:15])[CH2:8][CH2:7]2. The catalyst class is: 23. (2) Reactant: [CH2:1]([O:3][C:4](=[O:22])[C:5]([C:7]1[CH:12]=[CH:11][C:10]([O:13][Si](C(C)(C)C)(C)C)=[CH:9][C:8]=1[OH:21])=O)[CH3:2].Cl[CH2:24][C:25]([C:27]1[CH:32]=[CH:31][C:30]([Cl:33])=[CH:29][C:28]=1[Cl:34])=[O:26].C(=O)([O-])[O-].[K+].[K+].C(OCC)(=O)C. Product: [CH2:1]([O:3][C:4]([C:5]1[C:7]2[CH:12]=[CH:11][C:10]([OH:13])=[CH:9][C:8]=2[O:21][C:24]=1[C:25](=[O:26])[C:27]1[CH:32]=[CH:31][C:30]([Cl:33])=[CH:29][C:28]=1[Cl:34])=[O:22])[CH3:2]. The catalyst class is: 35. (3) The catalyst class is: 34. Product: [C:1]([O:5][C:6](=[O:16])[NH:7][C@H:8]1[CH2:13][CH2:12][CH2:11][CH2:10][C@@H:9]1[CH2:14][N:25]1[CH2:26][CH2:27][CH2:28][C@@H:23]([CH2:22][O:21][CH2:18][CH:19]=[CH2:20])[CH2:24]1)([CH3:4])([CH3:3])[CH3:2]. Reactant: [C:1]([O:5][C:6](=[O:16])[NH:7][C@H:8]1[CH2:13][CH2:12][CH2:11][CH2:10][C@@H:9]1[CH:14]=O)([CH3:4])([CH3:3])[CH3:2].Cl.[CH2:18]([O:21][CH2:22][C@@H:23]1[CH2:28][CH2:27][CH2:26][NH:25][CH2:24]1)[CH:19]=[CH2:20].[BH-](OC(C)=O)(OC(C)=O)OC(C)=O.[Na+].[OH-].[Na+]. (4) Reactant: CN(C(ON1N=NC2C=CC=NC1=2)=[N+](C)C)C.F[P-](F)(F)(F)(F)F.[Br:25][C:26]1[CH:31]=[C:30]([NH:32][CH3:33])[C:29]([NH2:34])=[CH:28][CH:27]=1.C(N(CC)C(C)C)(C)C.[CH3:44][O:45][C:46]([CH:48]1[CH2:50][CH:49]1[C:51](O)=O)=[O:47]. Product: [Br:25][C:26]1[CH:27]=[CH:28][C:29]2[N:34]=[C:51]([CH:49]3[CH2:50][CH:48]3[C:46]([O:45][CH3:44])=[O:47])[N:32]([CH3:33])[C:30]=2[CH:31]=1. The catalyst class is: 3. (5) Reactant: [C:1]([C:4]1[CH:9]=[CH:8][CH:7]=[CH:6][CH:5]=1)(=[O:3])[CH3:2].[CH3:10][N:11]1[C:15]([CH:16]2[CH2:21][CH2:20][NH:19][CH2:18][CH2:17]2)=[CH:14][C:13]([CH3:22])=[N:12]1.[C:23](O)(C(F)(F)F)=O.C=O.[BH4-].[Na+].[NH4+].[Cl-]. Product: [CH3:10][N:11]1[C:15]([CH:16]2[CH2:21][CH2:20][N:19]([CH2:23][CH2:2][CH:1]([C:4]3[CH:9]=[CH:8][CH:7]=[CH:6][CH:5]=3)[OH:3])[CH2:18][CH2:17]2)=[CH:14][C:13]([CH3:22])=[N:12]1. The catalyst class is: 811.